This data is from Forward reaction prediction with 1.9M reactions from USPTO patents (1976-2016). The task is: Predict the product of the given reaction. (1) The product is: [O:33]([C:31]1[N:32]=[C:20]2[N:19]=[C:18]([C:15]3[CH:14]=[CH:13][C:12]([C:8]4([NH2:7])[CH2:9][CH2:10][CH2:11]4)=[CH:17][CH:16]=3)[C:23]([C:24]3[CH:29]=[CH:28][CH:27]=[CH:26][CH:25]=3)=[CH:22][N:21]2[N:30]=1)[C:34]1[CH:39]=[CH:38][CH:37]=[CH:36][CH:35]=1. Given the reactants C(OC(=O)[NH:7][C:8]1([C:12]2[CH:17]=[CH:16][C:15]([C:18]3[C:23]([C:24]4[CH:29]=[CH:28][CH:27]=[CH:26][CH:25]=4)=[CH:22][N:21]4[N:30]=[C:31]([O:33][C:34]5[CH:39]=[CH:38][CH:37]=[CH:36][CH:35]=5)[N:32]=[C:20]4[N:19]=3)=[CH:14][CH:13]=2)[CH2:11][CH2:10][CH2:9]1)(C)(C)C.C(O)(C(F)(F)F)=O, predict the reaction product. (2) Given the reactants [CH2:1]([O:3][C:4](=[O:12])[CH2:5][C:6](=[O:11])[C:7]([F:10])([F:9])[F:8])[CH3:2].[N:13]([O-])=[O:14].[Na+].O, predict the reaction product. The product is: [CH2:1]([O:3][C:4](=[O:12])[C:5](=[N:13][OH:14])[C:6](=[O:11])[C:7]([F:10])([F:8])[F:9])[CH3:2]. (3) Given the reactants [Cl:1][C:2]1[CH:7]=[CH:6][C:5]([S:8][C:9]2[C:10]([C:20]3[CH:25]=[CH:24][C:23]([C:26]4[N:30]=[CH:29][O:28][N:27]=4)=[CH:22][CH:21]=3)=[N:11][N:12]([C:14]3[CH:15]=[N:16][CH:17]=[CH:18][CH:19]=3)[CH:13]=2)=[CH:4][CH:3]=1.[OH:31]OS([O-])=O.[K+].[OH2:37].C(=O)(O)[O-].[Na+], predict the reaction product. The product is: [Cl:1][C:2]1[CH:7]=[CH:6][C:5]([S:8]([C:9]2[C:10]([C:20]3[CH:25]=[CH:24][C:23]([C:26]4[N:30]=[CH:29][O:28][N:27]=4)=[CH:22][CH:21]=3)=[N:11][N:12]([C:14]3[CH:15]=[N:16][CH:17]=[CH:18][CH:19]=3)[CH:13]=2)(=[O:31])=[O:37])=[CH:4][CH:3]=1. (4) Given the reactants [C:1]([C:4]1[CH:9]=[CH:8][C:7]([NH:10][CH:11]([C:15]2[CH:20]=[CH:19][C:18]([O:21][CH2:22][CH2:23][O:24][CH3:25])=[C:17]([O:26][CH2:27][CH3:28])[CH:16]=2)[C:12]([O-:14])=O)=[CH:6][CH:5]=1)(=[NH:3])[NH2:2].[Na+].Cl.C(N=C=NCCCN(C)C)C.O.ON1C2C=CC=CC=2N=N1.[C:53]([O:57][C:58]([NH:60][NH2:61])=[O:59])([CH3:56])([CH3:55])[CH3:54], predict the reaction product. The product is: [C:53]([O:57][C:58]([NH:60][NH:61][C:12](=[O:14])[CH:11]([NH:10][C:7]1[CH:8]=[CH:9][C:4]([C:1](=[NH:3])[NH2:2])=[CH:5][CH:6]=1)[C:15]1[CH:20]=[CH:19][C:18]([O:21][CH2:22][CH2:23][O:24][CH3:25])=[C:17]([O:26][CH2:27][CH3:28])[CH:16]=1)=[O:59])([CH3:56])([CH3:55])[CH3:54]. (5) The product is: [F:1][C:2]1[CH:7]=[CH:6][C:5]([N:8]2[CH2:9][CH2:10][N:11]([C:14]3[N:19]=[C:18]([CH3:20])[N:17]=[C:16]([O:21][CH2:26][CH2:27][CH2:28][CH2:29][CH2:30][CH2:31][OH:32])[C:15]=3[N+:22]([O-:24])=[O:23])[CH2:12][CH2:13]2)=[CH:4][CH:3]=1. Given the reactants [F:1][C:2]1[CH:7]=[CH:6][C:5]([N:8]2[CH2:13][CH2:12][N:11]([C:14]3[N:19]=[C:18]([CH3:20])[NH:17][C:16](=[O:21])[C:15]=3[N+:22]([O-:24])=[O:23])[CH2:10][CH2:9]2)=[CH:4][CH:3]=1.Cl[CH2:26][CH2:27][CH2:28][CH2:29][CH2:30][CH2:31][OH:32].C(=O)([O-])[O-].[K+].[K+], predict the reaction product. (6) Given the reactants [CH3:1][N:2]1[C@@H:19]2[CH2:20][C:7]3=[CH:8][CH:9]=[C:10]([OH:21])[C:11]4[O:12][C@H:13]5[C:14]([CH2:16][CH2:17][C@@H:18]2[C@:5]5([C:6]=43)[CH2:4][CH2:3]1)=[O:15].Cl.CS(O)(=O)=O.[CH2:28](O)[CH2:29][OH:30], predict the reaction product. The product is: [CH3:1][N:2]1[CH2:3][CH2:4][C@@:5]23[C:6]4[C:7]5[CH2:20][C@@H:19]1[C@@H:18]2[CH2:17][CH2:16][C:14]1([C@@H:13]3[O:12][C:11]=4[C:10]([OH:21])=[CH:9][CH:8]=5)[O:30][CH2:29][CH2:28][O:15]1. (7) Given the reactants [CH:1]1([C:5]2[C:14](I)=[CH:13][C:8]([C:9]([O:11][CH3:12])=[O:10])=[C:7]([CH3:16])[CH:6]=2)[CH2:4][CH2:3][CH2:2]1.[CH:17]([O:19]CCCC)=[CH2:18].C1C=CC(P(C2C=CC=CC=2)CCCP(C2C=CC=CC=2)C2C=CC=CC=2)=CC=1.Cl, predict the reaction product. The product is: [C:17]([C:14]1[C:5]([CH:1]2[CH2:4][CH2:3][CH2:2]2)=[CH:6][C:7]([CH3:16])=[C:8]([CH:13]=1)[C:9]([O:11][CH3:12])=[O:10])(=[O:19])[CH3:18]. (8) Given the reactants Cl[C:2]1[C:7]([NH2:8])=[CH:6][CH:5]=[CH:4][N:3]=1.[S-:9][C:10]#[N:11].[NH4+].Cl, predict the reaction product. The product is: [N:8]1[C:7]2[C:2](=[N:3][CH:4]=[CH:5][CH:6]=2)[S:9][C:10]=1[NH2:11]. (9) Given the reactants [C:1]([NH:11][C@H:12]([C:16]([NH:18][CH:19]([C:24](=[O:27])[CH2:25][F:26])[CH2:20][C:21]([OH:23])=O)=[O:17])[CH:13]([CH3:15])[CH3:14])([O:3][CH2:4][C:5]1[CH:10]=[CH:9][CH:8]=[CH:7][CH:6]=1)=[O:2].[CH3:28][NH:29][CH3:30].CCN=C=NCCCN(C)C.C1C=CC2N(O)N=NC=2C=1, predict the reaction product. The product is: [CH3:28][N:29]([CH3:30])[C:21](=[O:23])[CH2:20][CH:19]([NH:18][C:16](=[O:17])[C@H:12]([CH:13]([CH3:14])[CH3:15])[NH:11][C:1]([O:3][CH2:4][C:5]1[CH:6]=[CH:7][CH:8]=[CH:9][CH:10]=1)=[O:2])[C:24](=[O:27])[CH2:25][F:26].